Dataset: Reaction yield outcomes from USPTO patents with 853,638 reactions. Task: Predict the reaction yield, written as a fraction of the theoretical maximum amount of product (1.0 means a 100% yield; for example, 0.34 means a 34% yield). (1) The reactants are [CH3:1][C:2]1[C:10]2[C:5](=[CH:6][C:7]([N+:12]([O-])=O)=[CH:8][C:9]=2[CH3:11])[N:4]([CH:15]2[CH2:20][CH2:19][CH2:18][CH2:17][O:16]2)[N:3]=1. The catalyst is C(OCC)(=O)C.[Pd]. The product is [CH3:1][C:2]1[C:10]2[C:5](=[CH:6][C:7]([NH2:12])=[CH:8][C:9]=2[CH3:11])[N:4]([CH:15]2[CH2:20][CH2:19][CH2:18][CH2:17][O:16]2)[N:3]=1. The yield is 0.660. (2) The reactants are [C:1]([C:4]1[C:9](=[O:10])[C:8]([O:11][CH3:12])=[CH:7][N:6]([C:13]2[CH:18]=[CH:17][CH:16]=[C:15]([Br:19])[C:14]=2[F:20])[N:5]=1)(=O)[CH3:2].[CH3:21]C(O)=O.[C:25]1([NH:31][NH2:32])[CH:30]=[CH:29][CH:28]=[CH:27][CH:26]=1. The catalyst is COC(OC)N(C)C.Cl. The product is [Br:19][C:15]1[C:14]([F:20])=[C:13]([N:6]2[CH:7]=[C:8]([O:11][CH3:12])[C:9](=[O:10])[C:4]([C:1]3[N:31]([C:25]4[CH:30]=[CH:29][CH:28]=[CH:27][CH:26]=4)[N:32]=[CH:21][CH:2]=3)=[N:5]2)[CH:18]=[CH:17][CH:16]=1. The yield is 0.590. (3) The reactants are [Br:1][C:2]1[CH:11]=[C:10]2[C:5]([C:6]([C:16]([O:18][CH3:19])=[O:17])=[CH:7][C:8](C(OC)=O)=[N:9]2)=[CH:4][CH:3]=1.[OH-].[Na+].S(Cl)(Cl)=O. The catalyst is CCO.O.C1COCC1. The product is [Br:1][C:2]1[CH:11]=[C:10]2[C:5]([C:6]([C:16]([O:18][CH3:19])=[O:17])=[CH:7][CH:8]=[N:9]2)=[CH:4][CH:3]=1. The yield is 0.520. (4) The reactants are C(OC([C:6]1[C:7]([C:17]2[CH:22]=[CH:21][C:20]([F:23])=[CH:19][C:18]=2[CH3:24])=[C:8]2[CH:14]=[N:13][N:12]([CH2:15][CH3:16])[C:9]2=[N:10][CH:11]=1)=O)C.[OH-].[Na+].Cl.CC[N:30]([CH2:33]C)CC.C1C=CC(P(N=[N+]=[N-])(C2C=CC=CC=2)=[O:42])=CC=1.[CH3:52][C:53]([OH:56])([CH3:55])[CH3:54]. The catalyst is CCO.C1COCC1. The product is [C:53]([O:56][C:33](=[O:42])[NH:30][C:6]1[C:7]([C:17]2[CH:22]=[CH:21][C:20]([F:23])=[CH:19][C:18]=2[CH3:24])=[C:8]2[CH:14]=[N:13][N:12]([CH2:15][CH3:16])[C:9]2=[N:10][CH:11]=1)([CH3:55])([CH3:54])[CH3:52]. The yield is 0.650. (5) The reactants are [Cl:1][C:2]1[CH:3]=[CH:4][C:5]([S:9][CH2:10][C:11]2[N:12]=[CH:13][N:14]([CH2:16][CH2:17][CH3:18])[CH:15]=2)=[C:6]([CH:8]=1)[NH2:7].[O:19]1[C:23]2[CH:24]=[CH:25][CH:26]=[CH:27][C:22]=2[CH:21]=[C:20]1[S:28](Cl)(=[O:30])=[O:29]. The catalyst is N1C=CC=CC=1. The product is [Cl:1][C:2]1[CH:3]=[CH:4][C:5]([S:9][CH2:10][C:11]2[N:12]=[CH:13][N:14]([CH2:16][CH2:17][CH3:18])[CH:15]=2)=[C:6]([NH:7][S:28]([C:20]2[O:19][C:23]3[CH:24]=[CH:25][CH:26]=[CH:27][C:22]=3[CH:21]=2)(=[O:29])=[O:30])[CH:8]=1. The yield is 0.480. (6) The reactants are [CH2:1]([O:3][C:4]([C:6]1N=[C:8]([CH3:12])[S:9][C:10]=1[NH2:11])=[O:5])[CH3:2].[CH3:13]N(C1C=CC=CN=1)C.[C:22](O[C:22]([O:24][C:25]([CH3:28])([CH3:27])[CH3:26])=[O:23])([O:24][C:25]([CH3:28])([CH3:27])[CH3:26])=[O:23]. The catalyst is C1COCC1. The product is [CH2:1]([O:3][C:4]([C:6]1[CH:13]=[C:8]([CH3:12])[S:9][C:10]=1[NH:11][C:22]([O:24][C:25]([CH3:28])([CH3:27])[CH3:26])=[O:23])=[O:5])[CH3:2]. The yield is 0.700.